From a dataset of Full USPTO retrosynthesis dataset with 1.9M reactions from patents (1976-2016). Predict the reactants needed to synthesize the given product. (1) Given the product [CH3:6][CH:5]1[N:4]([CH2:1][CH:2]=[CH2:3])[C:24](=[S:25])[N:23]([C:19]2[CH:20]=[CH:21][CH:22]=[C:17]([O:10][C:11]3[CH:16]=[CH:15][CH:14]=[CH:13][CH:12]=3)[CH:18]=2)[C:7]1=[O:9], predict the reactants needed to synthesize it. The reactants are: [CH2:1]([NH:4][C@H:5]([C:7]([OH:9])=O)[CH3:6])[CH:2]=[CH2:3].[O:10]([C:17]1[CH:18]=[C:19]([N:23]=[C:24]=[S:25])[CH:20]=[CH:21][CH:22]=1)[C:11]1[CH:16]=[CH:15][CH:14]=[CH:13][CH:12]=1. (2) Given the product [C:1]([O:5][C:6]([NH:8][CH2:9][C@H:10]1[CH2:15][CH2:14][C@H:13]([C:16]([NH:18][C@H:19]([C:38](=[O:55])[NH:39][C:40]2[CH:45]=[CH:44][C:43]([C:46]3[NH:50][N:49]=[C:48]([C:51]([F:54])([F:53])[F:52])[N:47]=3)=[CH:42][CH:41]=2)[CH2:20][C:21]2[CH:22]=[CH:23][C:24]([C:27]3[CH:32]=[CH:31][C:30]([C:33]([OH:35])=[O:34])=[CH:29][C:28]=3[CH3:37])=[CH:25][CH:26]=2)=[O:17])[CH2:12][CH2:11]1)=[O:7])([CH3:4])([CH3:2])[CH3:3], predict the reactants needed to synthesize it. The reactants are: [C:1]([O:5][C:6]([NH:8][CH2:9][C@H:10]1[CH2:15][CH2:14][C@H:13]([C:16]([NH:18][C@H:19]([C:38](=[O:55])[NH:39][C:40]2[CH:45]=[CH:44][C:43]([C:46]3[NH:50][N:49]=[C:48]([C:51]([F:54])([F:53])[F:52])[N:47]=3)=[CH:42][CH:41]=2)[CH2:20][C:21]2[CH:26]=[CH:25][C:24]([C:27]3[CH:32]=[CH:31][C:30]([C:33]([O:35]C)=[O:34])=[CH:29][C:28]=3[CH3:37])=[CH:23][CH:22]=2)=[O:17])[CH2:12][CH2:11]1)=[O:7])([CH3:4])([CH3:3])[CH3:2].[OH-].[Li+]. (3) Given the product [CH3:1][O:2][C:3](=[O:17])[C@@:4]1([CH3:16])[CH2:8][CH2:7][C:6](=[O:18])[N:5]1[C:9]([O:11][C:12]([CH3:13])([CH3:15])[CH3:14])=[O:10], predict the reactants needed to synthesize it. The reactants are: [CH3:1][O:2][C:3](=[O:17])[C@@:4]1([CH3:16])[CH2:8][CH2:7][CH2:6][N:5]1[C:9]([O:11][C:12]([CH3:15])([CH3:14])[CH3:13])=[O:10].[OH2:18]. (4) Given the product [NH2:35][C:36]1[NH:45][C:44](=[O:46])[C:43]2[C:38](=[N:39][CH:40]=[C:41]([CH2:47][NH:52][CH2:50][CH2:49][N:26]3[CH2:27][CH2:28][CH:23]([S:22][CH2:4][CH:5]4[CH:9]([OH:10])[CH:8]([OH:11])[CH:7]([N:12]5[CH:20]=[N:19][C:18]6[C:13]5=[N:14][CH:15]=[N:16][C:17]=6[NH2:21])[O:6]4)[CH2:24][CH2:25]3)[N:42]=2)[N:37]=1, predict the reactants needed to synthesize it. The reactants are: NCC[CH:4]([S:22][CH:23]1[CH2:28][CH2:27][NH:26][CH2:25][CH2:24]1)[CH:5]1[CH:9]([OH:10])[CH:8]([OH:11])[CH:7]([N:12]2[CH:20]=[N:19][C:18]3[C:13]2=[N:14][CH:15]=[N:16][C:17]=3[NH2:21])[O:6]1.C(=O)([O-])[O-].[K+].[K+].[NH2:35][C:36]1[NH:45][C:44](=[O:46])[C:43]2[C:38](=[N:39][CH:40]=[C:41]([CH2:47]Br)[N:42]=2)[N:37]=1.[CH3:49][C:50]([N:52](C)C)=O. (5) Given the product [CH3:28][S:29][C:30]1[CH:37]=[CH:36][C:33]([CH2:34][NH:35][C:13]([C:10]2[S:11][CH:12]=[C:8]([C:5]3[CH:4]=[CH:3][C:2]([Cl:1])=[CH:7][CH:6]=3)[N:9]=2)=[O:15])=[CH:32][CH:31]=1, predict the reactants needed to synthesize it. The reactants are: [Cl:1][C:2]1[CH:7]=[CH:6][C:5]([C:8]2[N:9]=[C:10]([C:13]([OH:15])=O)[S:11][CH:12]=2)=[CH:4][CH:3]=1.C1N=CN(C(N2C=NC=C2)=O)C=1.[CH3:28][S:29][C:30]1[CH:37]=[CH:36][C:33]([CH2:34][NH2:35])=[CH:32][CH:31]=1. (6) Given the product [CH:8]1([N:9]2[CH2:10][CH2:11][NH:12][CH2:13][CH2:14]2)[CH2:7][CH2:30][CH2:29][CH2:28]1, predict the reactants needed to synthesize it. The reactants are: N1([C:7](=O)[CH2:8][N:9]2[CH2:14][CH2:13][NH:12][CH2:11][CH2:10]2)CCOCC1.CN(C)CCN1CCNCC1.N1CC[CH:30](N2CCCC2=O)[CH2:29][CH2:28]1.